Dataset: Forward reaction prediction with 1.9M reactions from USPTO patents (1976-2016). Task: Predict the product of the given reaction. (1) Given the reactants [CH3:1][O:2][C:3]1[CH:8]=[CH:7][CH:6]=[CH:5][C:4]=1[C:9]1[C:17]2[C:12](=[N:13][CH:14]=[C:15](B3OC(C)(C)C(C)(C)O3)[CH:16]=2)[N:11]([S:27]([C:30]2[CH:35]=[CH:34][C:33]([CH3:36])=[CH:32][CH:31]=2)(=[O:29])=[O:28])[CH:10]=1.Br[C:38]1[CH:39]=[C:40]([CH:44]([C:46]2[C:51]([C:52]([F:55])([F:54])[F:53])=[CH:50][CH:49]=[CH:48][N:47]=2)[OH:45])[CH:41]=[CH:42][CH:43]=1.C(#N)C.C(=O)(O)[O-].[Na+], predict the reaction product. The product is: [CH3:1][O:2][C:3]1[CH:8]=[CH:7][CH:6]=[CH:5][C:4]=1[C:9]1[C:17]2[C:12](=[N:13][CH:14]=[C:15]([C:42]3[CH:41]=[C:40]([CH:44]([C:46]4[C:51]([C:52]([F:55])([F:54])[F:53])=[CH:50][CH:49]=[CH:48][N:47]=4)[OH:45])[CH:39]=[CH:38][CH:43]=3)[CH:16]=2)[N:11]([S:27]([C:30]2[CH:31]=[CH:32][C:33]([CH3:36])=[CH:34][CH:35]=2)(=[O:29])=[O:28])[CH:10]=1. (2) Given the reactants S(Cl)(Cl)=O.CN(C)C=O.[CH2:10]([O:17][C:18]([C:20]1[CH:21]=[CH:22][C:23]([C:26]([OH:28])=O)=[N:24][CH:25]=1)=[O:19])[C:11]1[CH:16]=[CH:15][CH:14]=[CH:13][CH:12]=1.Cl.[CH2:30]([O:32][C:33](=[O:41])[CH:34]([NH2:40])[C:35]([O:37][CH2:38][CH3:39])=[O:36])[CH3:31], predict the reaction product. The product is: [CH2:38]([O:37][C:35](=[O:36])[CH:34]([NH:40][C:26]([C:23]1[CH:22]=[CH:21][C:20]([C:18]([O:17][CH2:10][C:11]2[CH:12]=[CH:13][CH:14]=[CH:15][CH:16]=2)=[O:19])=[CH:25][N:24]=1)=[O:28])[C:33]([O:32][CH2:30][CH3:31])=[O:41])[CH3:39]. (3) Given the reactants [CH:1]([C:4]1[CH:9]=[CH:8][CH:7]=[CH:6][N:5]=1)([CH3:3])[CH3:2].C([Li])CCC.[C:15]1(=O)[C:23]2[C:18](=[CH:19][CH:20]=[CH:21][CH:22]=2)[CH2:17][CH2:16]1.Cl, predict the reaction product. The product is: [CH2:17]1[C:18]2[C:23](=[CH:22][CH:21]=[CH:20][CH:19]=2)[C:15]([C:1]([C:4]2[CH:9]=[CH:8][CH:7]=[CH:6][N:5]=2)([CH3:3])[CH3:2])=[CH:16]1. (4) Given the reactants C(OC(=O)[NH:7][C@H:8]([CH3:15])[C@@:9]([OH:14])([CH3:13])[CH2:10][C:11]#[N:12])(C)(C)C.[ClH:17], predict the reaction product. The product is: [ClH:17].[NH2:7][C@H:8]([CH3:15])[C@@:9]([OH:14])([CH3:13])[CH2:10][C:11]#[N:12]. (5) Given the reactants C(=O)([O-])[O-].[K+].[K+].C([O:10][CH2:11][C:12]1[O:13][C:14]([CH:17]([F:19])[F:18])=[CH:15][CH:16]=1)(=O)C, predict the reaction product. The product is: [F:18][CH:17]([F:19])[C:14]1[O:13][C:12]([CH2:11][OH:10])=[CH:16][CH:15]=1. (6) Given the reactants [OH:1][C:2]1[CH:11]=[CH:10][CH:9]=[C:8]2[C:3]=1[CH:4]=[CH:5][CH:6]=[N:7]2.[H-].[Na+].[CH3:14][O:15][CH2:16]Cl, predict the reaction product. The product is: [CH3:14][O:15][CH2:16][O:1][C:2]1[CH:11]=[CH:10][CH:9]=[C:8]2[C:3]=1[CH:4]=[CH:5][CH:6]=[N:7]2. (7) Given the reactants [NH2:1][C@@H:2]1[CH2:7][CH2:6][C@H:5]([NH:8][C:9](=[O:18])[C:10]2[CH:15]=[C:14]([F:16])[CH:13]=[N:12][C:11]=2[Cl:17])[CH2:4][CH2:3]1.C(N(CC)CC)C.[CH3:26][O:27][CH2:28][C:29](O)=[O:30].Cl.CN(C)CCCN=C=NCC.ON1C2C=CC=CC=2N=N1, predict the reaction product. The product is: [Cl:17][C:11]1[N:12]=[CH:13][C:14]([F:16])=[CH:15][C:10]=1[C:9]([NH:8][C@H:5]1[CH2:6][CH2:7][C@@H:2]([NH:1][C:29](=[O:30])[CH2:28][O:27][CH3:26])[CH2:3][CH2:4]1)=[O:18].